From a dataset of Forward reaction prediction with 1.9M reactions from USPTO patents (1976-2016). Predict the product of the given reaction. (1) Given the reactants [CH:1]([CH:3]([C:8]1[N:9]([CH3:18])[C:10]([CH3:17])=[CH:11][C:12]=1[C:13]([O:15][CH3:16])=[O:14])[C:4]([O:6][CH3:7])=[O:5])=O.C([O-])(=O)C.[NH4+:23], predict the reaction product. The product is: [NH2:23][CH:1]=[C:3]([C:8]1[N:9]([CH3:18])[C:10]([CH3:17])=[CH:11][C:12]=1[C:13]([O:15][CH3:16])=[O:14])[C:4]([O:6][CH3:7])=[O:5]. (2) Given the reactants [NH:1]1[CH:5]=[C:4]([C:6](=[O:8])[CH3:7])[N:3]=[CH:2]1.C(N(CC)CC)C.[C:16](Cl)([C:29]1[CH:34]=[CH:33][CH:32]=[CH:31][CH:30]=1)([C:23]1[CH:28]=[CH:27][CH:26]=[CH:25][CH:24]=1)[C:17]1[CH:22]=[CH:21][CH:20]=[CH:19][CH:18]=1, predict the reaction product. The product is: [C:17]1([C:16]([C:23]2[CH:24]=[CH:25][CH:26]=[CH:27][CH:28]=2)([C:29]2[CH:30]=[CH:31][CH:32]=[CH:33][CH:34]=2)[N:1]2[CH:5]=[C:4]([C:6](=[O:8])[CH3:7])[N:3]=[CH:2]2)[CH:18]=[CH:19][CH:20]=[CH:21][CH:22]=1.